From a dataset of Full USPTO retrosynthesis dataset with 1.9M reactions from patents (1976-2016). Predict the reactants needed to synthesize the given product. (1) Given the product [C:2]1([CH:1]=[CH:9][C:10]2[CH:15]=[CH:14][N:13]=[N:12][CH:11]=2)[CH:7]=[CH:6][CH:5]=[CH:4][CH:3]=1, predict the reactants needed to synthesize it. The reactants are: [CH:1](=O)[C:2]1[CH:7]=[CH:6][CH:5]=[CH:4][CH:3]=1.[CH3:9][C:10]1[CH:15]=[CH:14][N:13]=[N:12][CH:11]=1. (2) Given the product [NH:12]1[CH2:13][CH2:14][CH2:15][C@H:9]([NH:8][C:6](=[O:7])[O:5][C:1]([CH3:3])([CH3:2])[CH3:4])[CH2:10][CH2:11]1, predict the reactants needed to synthesize it. The reactants are: [C:1]([O:5][C:6]([NH:8][C@H:9]1[CH2:15][CH2:14][CH2:13][N:12](C(OCC2C=CC=CC=2)=O)[CH2:11][CH2:10]1)=[O:7])([CH3:4])([CH3:3])[CH3:2].[H][H]. (3) The reactants are: [Cl:1][C:2]1[C:10]([S:11]([N:14]2[CH2:19][CH2:18][N:17]([C:20]3[CH:25]=[CH:24][C:23]([F:26])=[CH:22][C:21]=3[C:27]([F:30])([F:29])[F:28])[CH2:16][CH:15]2[CH3:31])(=[O:13])=[O:12])=[CH:9][C:5]([C:6](O)=[O:7])=[C:4]([F:32])[CH:3]=1.C1N=C[N:35](C(N2C=NC=C2)=O)C=1.Cl. Given the product [Cl:1][C:2]1[C:10]([S:11]([N:14]2[CH2:19][CH2:18][N:17]([C:20]3[CH:25]=[CH:24][C:23]([F:26])=[CH:22][C:21]=3[C:27]([F:28])([F:29])[F:30])[CH2:16][C@H:15]2[CH3:31])(=[O:13])=[O:12])=[CH:9][C:5]([C:6]([NH2:35])=[O:7])=[C:4]([F:32])[CH:3]=1, predict the reactants needed to synthesize it. (4) Given the product [I:1][C:2]1[CH:10]=[C:9]2[C:5]([CH:6]=[N:7][N:8]2[C:11]2[C:16]([NH2:17])=[CH:15][N:14]=[C:13]([NH2:20])[N:12]=2)=[CH:4][CH:3]=1, predict the reactants needed to synthesize it. The reactants are: [I:1][C:2]1[CH:10]=[C:9]2[C:5]([CH:6]=[N:7][N:8]2[C:11]2[C:16]([N+:17]([O-])=O)=[CH:15][N:14]=[C:13]([NH2:20])[N:12]=2)=[CH:4][CH:3]=1.CN(C=O)C.S(S([O-])=O)([O-])=O.[Na+].[Na+].C(=O)(O)[O-].[Na+]. (5) The reactants are: [F:1][C:2]1[CH:7]=[CH:6][C:5]([CH:8]2[C:13]3=[N:14][NH:15][C:16](=[O:21])[C:17]4[CH:18]=[CH:19][CH:20]=[C:11]([C:12]=43)[NH:10][CH:9]2[C:22]2[CH:29]=[CH:28][C:25]([CH:26]=O)=[CH:24][CH:23]=2)=[CH:4][CH:3]=1.[CH3:30][CH:31]1[CH2:36][NH:35][CH2:34][CH2:33][N:32]1[C:37]([O:39][C:40]([CH3:43])([CH3:42])[CH3:41])=[O:38].[BH3-]C#N.[Na+]. Given the product [F:1][C:2]1[CH:3]=[CH:4][C:5]([CH:8]2[C:13]3=[N:14][NH:15][C:16](=[O:21])[C:17]4[CH:18]=[CH:19][CH:20]=[C:11]([C:12]=43)[NH:10][CH:9]2[C:22]2[CH:23]=[CH:24][C:25]([CH2:26][N:35]3[CH2:34][CH2:33][N:32]([C:37]([O:39][C:40]([CH3:42])([CH3:41])[CH3:43])=[O:38])[CH:31]([CH3:30])[CH2:36]3)=[CH:28][CH:29]=2)=[CH:6][CH:7]=1, predict the reactants needed to synthesize it. (6) Given the product [Cl:25][C:5]1[CH:6]=[CH:7][CH:8]=[C:9]2[C:4]=1[N:3]=[C:2]([C:31]1[CH:36]=[CH:35][CH:34]=[CH:33][N:32]=1)[C:11]([C@@H:12]([N:14]1[C:22](=[O:23])[C:21]3[C:16](=[CH:17][CH:18]=[CH:19][CH:20]=3)[C:15]1=[O:24])[CH3:13])=[CH:10]2, predict the reactants needed to synthesize it. The reactants are: Cl[C:2]1[C:11]([C@@H:12]([N:14]2[C:22](=[O:23])[C:21]3[C:16](=[CH:17][CH:18]=[CH:19][CH:20]=3)[C:15]2=[O:24])[CH3:13])=[CH:10][C:9]2[C:4](=[C:5]([Cl:25])[CH:6]=[CH:7][CH:8]=2)[N:3]=1.C([Sn](CCCC)(CCCC)[C:31]1[CH:36]=[CH:35][CH:34]=[CH:33][N:32]=1)CCC.